Predict the product of the given reaction. From a dataset of Forward reaction prediction with 1.9M reactions from USPTO patents (1976-2016). (1) The product is: [ClH:54].[CH2:1]([C@@H:8]1[CH2:9][NH:10][CH2:11][CH2:12][N:13]1[C:14]([C:16]1[CH:20]=[C:19]([CH3:21])[N:18]([C:22]2[CH:27]=[CH:26][CH:25]=[CH:24][CH:23]=2)[C:17]=1[C:28]1[CH:33]=[CH:32][CH:31]=[C:30]([O:34][CH2:35][C:36]2[CH:41]=[CH:40][CH:39]=[CH:38][CH:37]=2)[CH:29]=1)=[O:15])[C:2]1[CH:3]=[CH:4][CH:5]=[CH:6][CH:7]=1. Given the reactants [CH2:1]([C@H:8]1[N:13]([C:14]([C:16]2[CH:20]=[C:19]([CH3:21])[N:18]([C:22]3[CH:27]=[CH:26][CH:25]=[CH:24][CH:23]=3)[C:17]=2[C:28]2[CH:33]=[CH:32][CH:31]=[C:30]([O:34][CH2:35][C:36]3[CH:41]=[CH:40][CH:39]=[CH:38][CH:37]=3)[CH:29]=2)=[O:15])[CH2:12][CH2:11][N:10](C(OC(C)(C)C)=O)[CH2:9]1)[C:2]1[CH:7]=[CH:6][CH:5]=[CH:4][CH:3]=1.C(=O)(O)[O-].[Na+].[Cl:54]CCl, predict the reaction product. (2) Given the reactants [OH:1][C@H:2]([CH3:6])[C:3]([NH2:5])=O.F[B-](F)(F)F.C([O+](CC)CC)C.N[C:20]1[C:21]([NH:29][C@H:30]2[CH2:35][CH2:34][C@H:33]([CH2:36][C:37]#[N:38])[CH2:32][CH2:31]2)=[C:22]2[S:28][CH:27]=[CH:26][C:23]2=[N:24][CH:25]=1, predict the reaction product. The product is: [OH:1][C@@H:2]([C:3]1[N:29]([C@H:30]2[CH2:31][CH2:32][C@H:33]([CH2:36][C:37]#[N:38])[CH2:34][CH2:35]2)[C:21]2=[C:22]3[S:28][CH:27]=[CH:26][C:23]3=[N:24][CH:25]=[C:20]2[N:5]=1)[CH3:6]. (3) Given the reactants [Cl:1][C:2]1[N:3]=[CH:4][NH:5][C:6]=1[Cl:7].[OH-].[K+].[Br:10][CH2:11][CH3:12].[K+].[Br-].Br[CH2:16][CH2:17][C:18]1[CH:27]=[CH:26][C:25]2[C:20](=[CH:21][CH:22]=[CH:23][CH:24]=2)[CH:19]=1, predict the reaction product. The product is: [Br-:10].[CH2:16]([N+:3]1[C:2]([Cl:1])=[C:6]([Cl:7])[N:5]([C:18]2([CH2:17][CH3:16])[CH:27]=[CH:26][C:25]3[C:20](=[CH:21][CH:22]=[CH:23][CH:24]=3)[CH2:19]2)[CH:4]=1)[CH2:17][CH2:18][CH2:19][CH2:11][CH3:12]. (4) The product is: [Cl:1][C:2]1[CH:7]=[CH:6][C:5]([O:8][C:30]2[CH:35]=[CH:34][CH:33]=[C:32]([S:36]([CH3:39])(=[O:38])=[O:37])[CH:31]=2)=[CH:4][C:3]=1[C:9]1[C:18]2[C:13](=[C:14]([C:19]([F:20])([F:22])[F:21])[CH:15]=[CH:16][CH:17]=2)[N:12]=[CH:11][N:10]=1. Given the reactants [Cl:1][C:2]1[CH:7]=[CH:6][C:5]([OH:8])=[CH:4][C:3]=1[C:9]1[C:18]2[C:13](=[C:14]([C:19]([F:22])([F:21])[F:20])[CH:15]=[CH:16][CH:17]=2)[N:12]=[CH:11][N:10]=1.C([O-])([O-])=O.[Cs+].[Cs+].F[C:30]1[CH:35]=[CH:34][CH:33]=[C:32]([S:36]([CH3:39])(=[O:38])=[O:37])[CH:31]=1, predict the reaction product. (5) Given the reactants [CH2:1]([N:8]1[CH:12]=[C:11]([NH:13][C:14]([C:16]2[C:24]3[C:19](=[CH:20][C:21](Br)=[CH:22][CH:23]=3)[N:18]([CH2:26][O:27][CH2:28][CH2:29][Si:30]([CH3:33])([CH3:32])[CH3:31])[N:17]=2)=[O:15])[CH:10]=[N:9]1)[C:2]1[CH:7]=[CH:6][CH:5]=[CH:4][CH:3]=1.C([Sn](CCCCC)(CCCCC)[C:39]1[N:40]=[CH:41][N:42]([CH3:44])[CH:43]=1)CCC.N#N.C(#N)C, predict the reaction product. The product is: [CH2:1]([N:8]1[CH:12]=[C:11]([NH:13][C:14]([C:16]2[C:24]3[C:19](=[CH:20][C:21]([C:39]4[N:40]=[CH:41][N:42]([CH3:44])[CH:43]=4)=[CH:22][CH:23]=3)[N:18]([CH2:26][O:27][CH2:28][CH2:29][Si:30]([CH3:33])([CH3:32])[CH3:31])[N:17]=2)=[O:15])[CH:10]=[N:9]1)[C:2]1[CH:7]=[CH:6][CH:5]=[CH:4][CH:3]=1.